Dataset: Forward reaction prediction with 1.9M reactions from USPTO patents (1976-2016). Task: Predict the product of the given reaction. (1) Given the reactants [CH:1]1([CH2:4][O:5]/[N:6]=[C:7](/[C:10]2[C:15]([Cl:16])=[CH:14][C:13]([C:17]([F:20])([F:19])[F:18])=[CH:12][N:11]=2)\[CH2:8][NH2:9])[CH2:3][CH2:2]1.C(N(CC)CC)C.[F:28][C:29]([F:40])([F:39])[C:30]1[CH:38]=[CH:37][CH:36]=[CH:35][C:31]=1[C:32](Cl)=[O:33].O, predict the reaction product. The product is: [Cl:16][C:15]1[C:10](/[C:7](=[N:6]/[O:5][CH2:4][CH:1]2[CH2:2][CH2:3]2)/[CH2:8][NH:9][C:32](=[O:33])[C:31]2[CH:35]=[CH:36][CH:37]=[CH:38][C:30]=2[C:29]([F:28])([F:39])[F:40])=[N:11][CH:12]=[C:13]([C:17]([F:20])([F:19])[F:18])[CH:14]=1. (2) Given the reactants [C:1]1([N:7]2[C:11]([NH2:12])=[CH:10][CH:9]=[N:8]2)[CH:6]=[CH:5][CH:4]=[CH:3][CH:2]=1.[Br:13][CH:14]([CH:17]=O)[CH:15]=O, predict the reaction product. The product is: [Br:13][C:14]1[CH:15]=[C:10]2[CH:9]=[N:8][N:7]([C:1]3[CH:6]=[CH:5][CH:4]=[CH:3][CH:2]=3)[C:11]2=[N:12][CH:17]=1. (3) Given the reactants [C:1]1(=[O:11])[NH:5][C:4](=[O:6])[C:3]2=[CH:7][CH:8]=[CH:9][CH:10]=[C:2]12.[C:12]1(P([C:12]2[CH:17]=CC=[CH:14][CH:13]=2)[C:12]2[CH:17]=CC=[CH:14][CH:13]=2)[CH:17]=CC=[CH:14][CH:13]=1.N(C(OCC)=O)=NC(OCC)=O, predict the reaction product. The product is: [CH3:14][C@@H:13]([N:5]1[C:1](=[O:11])[C:2]2[C:3](=[CH:7][CH:8]=[CH:9][CH:10]=2)[C:4]1=[O:6])[C:12]#[CH:17]. (4) Given the reactants [NH:1]1[CH2:6][CH2:5][CH:4]([CH2:7][OH:8])[CH2:3][CH2:2]1.Cl[C:10]1[N:15]=[CH:14][C:13]([CH2:16][CH3:17])=[CH:12][N:11]=1.C(=O)([O-])[O-].[Cs+].[Cs+], predict the reaction product. The product is: [CH2:16]([C:13]1[CH:12]=[N:11][C:10]([N:1]2[CH2:6][CH2:5][CH:4]([CH2:7][OH:8])[CH2:3][CH2:2]2)=[N:15][CH:14]=1)[CH3:17]. (5) Given the reactants [CH2:1]([O:23][C:24]1[CH:25]=[C:26]([CH:31]=[C:32]([O:34][CH2:35][CH2:36][CH2:37][CH2:38][CH2:39][CH2:40][CH2:41][CH2:42][CH2:43][CH2:44][CH2:45][CH2:46][CH2:47][CH2:48][CH2:49][CH2:50][CH2:51][CH2:52][CH2:53][CH2:54][CH2:55][CH3:56])[CH:33]=1)[C:27](OC)=[O:28])[CH2:2][CH2:3][CH2:4][CH2:5][CH2:6][CH2:7][CH2:8][CH2:9][CH2:10][CH2:11][CH2:12][CH2:13][CH2:14][CH2:15][CH2:16][CH2:17][CH2:18][CH2:19][CH2:20][CH2:21][CH3:22].O1CCCC1.[H-].[Al+3].[Li+].[H-].[H-].[H-].C(OCC)(=O)C, predict the reaction product. The product is: [CH2:35]([O:34][C:32]1[CH:31]=[C:26]([CH:25]=[C:24]([O:23][CH2:1][CH2:2][CH2:3][CH2:4][CH2:5][CH2:6][CH2:7][CH2:8][CH2:9][CH2:10][CH2:11][CH2:12][CH2:13][CH2:14][CH2:15][CH2:16][CH2:17][CH2:18][CH2:19][CH2:20][CH2:21][CH3:22])[CH:33]=1)[CH2:27][OH:28])[CH2:36][CH2:37][CH2:38][CH2:39][CH2:40][CH2:41][CH2:42][CH2:43][CH2:44][CH2:45][CH2:46][CH2:47][CH2:48][CH2:49][CH2:50][CH2:51][CH2:52][CH2:53][CH2:54][CH2:55][CH3:56]. (6) Given the reactants [Cl-].[CH2:2]([O:4][CH2:5][N+:6]1([CH3:11])[CH2:10][CH2:9][CH2:8][CH2:7]1)[CH3:3].[F:12][As-:13]([F:18])([F:17])([F:16])([F:15])[F:14].[Li+].C(Cl)(Cl)Cl, predict the reaction product. The product is: [F:12][As-:13]([F:18])([F:17])([F:16])([F:15])[F:14].[CH2:2]([O:4][CH2:5][N+:6]1([CH3:11])[CH2:10][CH2:9][CH2:8][CH2:7]1)[CH3:3]. (7) Given the reactants [Cl:1][C:2]1[CH:3]=[C:4]([CH:9]2[CH2:13][NH:12][CH2:11][CH:10]2[N:14]([CH3:25])[C:15](=[O:24])[CH2:16][C:17]2[CH:22]=[CH:21][C:20]([F:23])=[CH:19][CH:18]=2)[CH:5]=[CH:6][C:7]=1[Cl:8].[O:26]=[S:27]1(=[O:37])[CH2:32][CH2:31][N:30]([CH2:33][C:34](O)=[O:35])[CH2:29][CH2:28]1, predict the reaction product. The product is: [Cl:1][C:2]1[CH:3]=[C:4]([CH:9]2[CH2:13][N:12]([C:34](=[O:35])[CH2:33][N:30]3[CH2:31][CH2:32][S:27](=[O:37])(=[O:26])[CH2:28][CH2:29]3)[CH2:11][CH:10]2[N:14]([CH3:25])[C:15](=[O:24])[CH2:16][C:17]2[CH:18]=[CH:19][C:20]([F:23])=[CH:21][CH:22]=2)[CH:5]=[CH:6][C:7]=1[Cl:8]. (8) Given the reactants [N:1]([C:3]1[C:4]([C:14]([F:17])([F:16])[F:15])=[N:5][NH:6][C:7]=1[C:8]1[CH:13]=[CH:12][CH:11]=[CH:10][CH:9]=1)=O, predict the reaction product. The product is: [NH2:1][C:3]1[C:4]([C:14]([F:17])([F:16])[F:15])=[N:5][NH:6][C:7]=1[C:8]1[CH:13]=[CH:12][CH:11]=[CH:10][CH:9]=1. (9) The product is: [Br:3][C:4]1[N:9]=[CH:8][C:7]([C:10]([CH3:14])([CH3:13])[C:11]([OH:16])=[O:2])=[CH:6][CH:5]=1. Given the reactants [Li+].[OH-:2].[Br:3][C:4]1[N:9]=[CH:8][C:7]([C:10]([CH3:14])([CH3:13])[C:11]#N)=[CH:6][CH:5]=1.C[OH:16], predict the reaction product.